Dataset: Forward reaction prediction with 1.9M reactions from USPTO patents (1976-2016). Task: Predict the product of the given reaction. (1) Given the reactants [Br:1][CH2:2][CH2:3][OH:4].N1C=CN=C1.[Si:10](Cl)([C:13]([CH3:16])([CH3:15])[CH3:14])([CH3:12])[CH3:11].O, predict the reaction product. The product is: [Si:10]([O:4][CH2:3][CH2:2][Br:1])([C:13]([CH3:16])([CH3:15])[CH3:14])([CH3:12])[CH3:11]. (2) Given the reactants [CH3:1][N:2]1CCOCC1.Cl[C:9]([O:11][C:12]1[CH:17]=[CH:16][C:15]([O:18][CH3:19])=[CH:14][CH:13]=1)=[O:10].ClC1C=C(NC)C=CC=1C(N1[C@H]2[C@@H](CCCC2)CCC1)=O.[OH-].[Li+], predict the reaction product. The product is: [CH3:19][O:18][C:15]1[CH:16]=[CH:17][C:12]([O:11][C:9](=[O:10])[NH:2][CH3:1])=[CH:13][CH:14]=1. (3) Given the reactants Cl[C:2]1[CH:11]=[CH:10][C:9]2[C:4](=[C:5]([NH2:17])[N:6]=[C:7]3[CH:15]=[C:14]([CH3:16])[CH:13]=[CH:12][C:8]3=2)[N:3]=1.[F-:18].[K+].C1OCCOCCOCCOCCOCCOC1, predict the reaction product. The product is: [F:18][C:2]1[CH:11]=[CH:10][C:9]2[C:4](=[C:5]([NH2:17])[N:6]=[C:7]3[CH:15]=[C:14]([CH3:16])[CH:13]=[CH:12][C:8]3=2)[N:3]=1. (4) Given the reactants [Al](C)(C)C.[CH3:5]NCCNC.CO[C:13](=[O:27])[C:14]1[CH:19]=[C:18]([NH:20][S:21]([CH3:24])(=[O:23])=[O:22])[CH:17]=[C:16]([C:25]#[N:26])[CH:15]=1.Cl, predict the reaction product. The product is: [C:13]([C:14]1[CH:19]=[C:18]([NH:20][S:21]([CH3:24])(=[O:22])=[O:23])[CH:17]=[C:16]([C:25]#[N:26])[CH:15]=1)(=[O:27])[CH3:5]. (5) Given the reactants Br[C:2]1[CH:3]=[N:4][CH:5]=[C:6]([Br:8])[CH:7]=1.C1(C)C=CC=CC=1.[S:16]1[CH:20]=[CH:19][C:18](B(O)O)=[CH:17]1.C(=O)([O-])[O-].[Na+].[Na+], predict the reaction product. The product is: [S:16]1[CH:20]=[CH:19][C:18]([C:2]2[CH:7]=[C:6]([Br:8])[CH:5]=[N:4][CH:3]=2)=[CH:17]1. (6) The product is: [C:1]1([N:7]2[C:11]([NH:12][C:13]3[CH:14]=[CH:15][CH:16]=[CH:17][CH:18]=3)=[CH:10][C:9]([CH:19]=[O:20])=[N:8]2)[CH:2]=[CH:3][CH:4]=[CH:5][CH:6]=1. Given the reactants [C:1]1([N:7]2[C:11]([NH:12][C:13]3[CH:18]=[CH:17][CH:16]=[CH:15][CH:14]=3)=[CH:10][C:9]([CH2:19][OH:20])=[N:8]2)[CH:6]=[CH:5][CH:4]=[CH:3][CH:2]=1.C(N(CC)CC)C.O, predict the reaction product. (7) Given the reactants [CH3:1][O:2][C:3]1[CH:8]=[CH:7][CH:6]=[CH:5][C:4]=1[NH:9][C:10]1[S:11][C:12]2[CH:18]=[CH:17][C:16]3[NH:19][C:20]([NH:22]C(=O)C4C=CC=CC=4)=[N:21][C:15]=3[C:13]=2[N:14]=1, predict the reaction product. The product is: [CH3:1][O:2][C:3]1[CH:8]=[CH:7][CH:6]=[CH:5][C:4]=1[NH:9][C:10]1[S:11][C:12]2[CH:18]=[CH:17][C:16]3[NH:19][C:20]([NH2:22])=[N:21][C:15]=3[C:13]=2[N:14]=1.